Dataset: Catalyst prediction with 721,799 reactions and 888 catalyst types from USPTO. Task: Predict which catalyst facilitates the given reaction. (1) Reactant: C([O:3][C:4]([C:6]1[S:10][C:9]([C:11]2[N:16]=[CH:15][CH:14]=[CH:13][N:12]=2)=[N:8][C:7]=1[C:17]([F:20])([F:19])[F:18])=[O:5])C.[OH-].[Na+]. Product: [N:16]1[CH:15]=[CH:14][CH:13]=[N:12][C:11]=1[C:9]1[S:10][C:6]([C:4]([OH:5])=[O:3])=[C:7]([C:17]([F:19])([F:20])[F:18])[N:8]=1. The catalyst class is: 24. (2) The catalyst class is: 3. Product: [CH:25]1([C:31]2[C:32]3[CH:33]=[CH:34][C:35]([C:65]([NH:66][S:67]([CH:70]([CH3:71])[CH3:72])(=[O:68])=[O:69])=[O:73])=[CH:36][C:37]=3[N:38]3[CH2:44][C:43]([C:45]4[N:49]([CH:50]5[CH2:51][CH2:52]5)[N:48]=[C:47]([CH:53]([CH3:54])[CH3:55])[C:46]=4[C:56]([N:80]4[CH2:81][C@H:82]([CH3:83])[N:77]([CH3:76])[C@H:78]([CH3:84])[CH2:79]4)=[O:58])=[CH:42][C:41]4[CH:59]=[C:60]([O:63][CH3:64])[CH:61]=[CH:62][C:40]=4[C:39]=23)[CH2:26][CH2:27][CH2:28][CH2:29][CH2:30]1. Reactant: CN(C(ON1N=NC2C=CC=NC1=2)=[N+](C)C)C.F[P-](F)(F)(F)(F)F.[CH:25]1([C:31]2[C:32]3[CH:33]=[CH:34][C:35]([C:65](=[O:73])[NH:66][S:67]([CH:70]([CH3:72])[CH3:71])(=[O:69])=[O:68])=[CH:36][C:37]=3[N:38]3[CH2:44][C:43]([C:45]4[N:49]([CH:50]5[CH2:52][CH2:51]5)[N:48]=[C:47]([CH:53]([CH3:55])[CH3:54])[C:46]=4[C:56]([OH:58])=O)=[CH:42][C:41]4[CH:59]=[C:60]([O:63][CH3:64])[CH:61]=[CH:62][C:40]=4[C:39]=23)[CH2:30][CH2:29][CH2:28][CH2:27][CH2:26]1.Cl.Cl.[CH3:76][N:77]1[C@H:82]([CH3:83])[CH2:81][NH:80][CH2:79][C@@H:78]1[CH3:84].CCN(C(C)C)C(C)C. (3) Reactant: [Br:1][C:2]1[CH:7]=[CH:6][N:5]2[C:8]([C:11]([NH:13][C:14]3[CH:15]=[C:16]([CH:20]=[CH:21][C:22]=3[F:23])[C:17](O)=[O:18])=[O:12])=[CH:9][N:10]=[C:4]2[CH:3]=1.S(Cl)(Cl)=O.NC1C=C(C=CC=1F)C([NH:34][CH2:35][C:36]1[CH:41]=[CH:40][C:39]([F:42])=[C:38]([F:43])[CH:37]=1)=O.N1C=CC=CC=1. Product: [Br:1][C:2]1[CH:7]=[CH:6][N:5]2[C:8]([C:11]([NH:13][C:14]3[CH:15]=[C:16]([C:17](=[O:18])[NH:34][CH2:35][C:36]4[CH:41]=[CH:40][C:39]([F:42])=[C:38]([F:43])[CH:37]=4)[CH:20]=[CH:21][C:22]=3[F:23])=[O:12])=[CH:9][N:10]=[C:4]2[CH:3]=1. The catalyst class is: 191. (4) Reactant: C(O[C:6](=O)[N:7]([C:9]1[S:10][C:11]([C:20]2[N:25]=[C:24]([NH2:26])[N:23]=[C:22]([NH:27][C:28]3[CH:33]=[CH:32][CH:31]=[C:30]([N+:34]([O-:36])=[O:35])[CH:29]=3)[N:21]=2)=[C:12]([C:14]2[CH:19]=[CH:18][CH:17]=[CH:16][CH:15]=2)[N:13]=1)C)(C)(C)C. Product: [CH3:6][NH:7][C:9]1[S:10][C:11]([C:20]2[N:21]=[C:22]([NH:27][C:28]3[CH:33]=[CH:32][CH:31]=[C:30]([N+:34]([O-:36])=[O:35])[CH:29]=3)[N:23]=[C:24]([NH2:26])[N:25]=2)=[C:12]([C:14]2[CH:19]=[CH:18][CH:17]=[CH:16][CH:15]=2)[N:13]=1. The catalyst class is: 157.